This data is from Reaction yield outcomes from USPTO patents with 853,638 reactions. The task is: Predict the reaction yield, written as a fraction of the theoretical maximum amount of product (1.0 means a 100% yield; for example, 0.34 means a 34% yield). (1) The reactants are [C:1]([C:3]1[CH:8]=[CH:7][C:6](B(O)O)=[CH:5][CH:4]=1)#[N:2].[C:12]([O:16][C:17](=[O:26])[NH:18][C:19]1[CH:24]=[CH:23][CH:22]=[C:21](Br)[N:20]=1)([CH3:15])([CH3:14])[CH3:13].C([O-])([O-])=O.[K+].[K+]. The catalyst is CN(C=O)C.O.C1C=CC([P]([Pd]([P](C2C=CC=CC=2)(C2C=CC=CC=2)C2C=CC=CC=2)([P](C2C=CC=CC=2)(C2C=CC=CC=2)C2C=CC=CC=2)[P](C2C=CC=CC=2)(C2C=CC=CC=2)C2C=CC=CC=2)(C2C=CC=CC=2)C2C=CC=CC=2)=CC=1. The product is [C:12]([O:16][C:17](=[O:26])[NH:18][C:19]1[CH:24]=[CH:23][CH:22]=[C:21]([C:6]2[CH:7]=[CH:8][C:3]([C:1]#[N:2])=[CH:4][CH:5]=2)[N:20]=1)([CH3:15])([CH3:14])[CH3:13]. The yield is 0.600. (2) The product is [NH2:14][C:9]1[CH:10]=[CH:11][CH:12]=[C:13]2[C:8]=1[C:7](=[O:17])[C:6]1([NH:18][C:19](=[O:27])[C:20]3[CH:25]=[C:24]([CH3:26])[CH:23]=[CH:22][N:21]=3)[C:5]3[CH:28]=[CH:29][C:30]([CH:32]([CH3:34])[CH3:33])=[CH:31][C:4]=3[O:3][C:2]12[OH:1]. The yield is 0.400. The reactants are [OH:1][C:2]12[C:13]3[C:8](=[C:9]([N+:14]([O-])=O)[CH:10]=[CH:11][CH:12]=3)[C:7](=[O:17])[C:6]1([NH:18][C:19](=[O:27])[C:20]1[CH:25]=[C:24]([CH3:26])[CH:23]=[CH:22][N:21]=1)[C:5]1[CH:28]=[CH:29][C:30]([CH:32]([CH3:34])[CH3:33])=[CH:31][C:4]=1[O:3]2.C(O)C. The catalyst is Cl.[Fe].O. (3) The reactants are [CH2:1]([O:3][C:4](=[O:15])[CH:5]([C:12](Cl)=[O:13])[C:6]1[CH:11]=[CH:10][CH:9]=[CH:8][CH:7]=1)[CH3:2].[CH:16]1([C@@H:22]([NH:24][C:25]([C:27]2[C:36]3[C:31](=[CH:32][CH:33]=[CH:34][CH:35]=3)[N:30]=[C:29]([C:37]3[CH:42]=[CH:41][CH:40]=[CH:39][CH:38]=3)[C:28]=2[CH2:43][N:44]2[CH2:49][CH2:48][NH:47][CH2:46][CH2:45]2)=[O:26])[CH3:23])[CH2:21][CH2:20][CH2:19][CH2:18][CH2:17]1.C(N(CC)CC)C.CC=C(C)C. The product is [CH2:1]([O:3][C:4](=[O:15])[CH:5]([C:6]1[CH:11]=[CH:10][CH:9]=[CH:8][CH:7]=1)[C:12]([N:47]1[CH2:46][CH2:45][N:44]([CH2:43][C:28]2[C:29]([C:37]3[CH:42]=[CH:41][CH:40]=[CH:39][CH:38]=3)=[N:30][C:31]3[C:36]([C:27]=2[C:25](=[O:26])[NH:24][C@H:22]([CH:16]2[CH2:21][CH2:20][CH2:19][CH2:18][CH2:17]2)[CH3:23])=[CH:35][CH:34]=[CH:33][CH:32]=3)[CH2:49][CH2:48]1)=[O:13])[CH3:2]. The yield is 0.675. The catalyst is C(Cl)Cl. (4) The yield is 0.540. No catalyst specified. The product is [CH3:38][C:34]1[CH:33]=[C:32]([C:31]2[CH:30]=[N:29][N:28]3[C:17]([C:18]([F:21])([F:20])[F:19])=[CH:16][C:15]([C:7]4[CH:8]=[CH:9][C:10]([C:11]([F:14])([F:13])[F:12])=[C:5]([O:4][CH2:3][C:2]([F:25])([F:24])[F:1])[CH:6]=4)=[N:26][C:27]=23)[CH:37]=[CH:36][N:35]=1. The reactants are [F:1][C:2]([F:25])([F:24])[CH2:3][O:4][C:5]1[CH:6]=[C:7]([C:15](=O)[CH2:16][C:17](=O)[C:18]([F:21])([F:20])[F:19])[CH:8]=[CH:9][C:10]=1[C:11]([F:14])([F:13])[F:12].[NH2:26][C:27]1[C:31]([C:32]2[CH:37]=[CH:36][N:35]=[C:34]([CH3:38])[CH:33]=2)=[CH:30][NH:29][N:28]=1.